Dataset: Choline transporter screen with 302,306 compounds. Task: Binary Classification. Given a drug SMILES string, predict its activity (active/inactive) in a high-throughput screening assay against a specified biological target. (1) The drug is Clc1c(C(=O)NC(=O)NNc2nc(cc(c2)C(F)(F)F)C)c(F)ccc1. The result is 0 (inactive). (2) The drug is s1c(NC(=O)Cc2ccc(OCc3c(onc3C)C)cc2)nnc1C. The result is 0 (inactive).